This data is from Reaction yield outcomes from USPTO patents with 853,638 reactions. The task is: Predict the reaction yield, written as a fraction of the theoretical maximum amount of product (1.0 means a 100% yield; for example, 0.34 means a 34% yield). (1) The reactants are Br[C:2]1[CH:11]=[CH:10][C:5]([C:6]([O:8][CH3:9])=[O:7])=[C:4]([O:12][CH3:13])[CH:3]=1.[Cl:14][C:15]1[CH:20]=[CH:19][C:18](B(O)O)=[CH:17][CH:16]=1.[O-]P([O-])([O-])=O.[K+].[K+].[K+]. The catalyst is O1CCOCC1.CO.C1C=CC(P(C2C=CC=CC=2)[C-]2C=CC=C2)=CC=1.C1C=CC(P(C2C=CC=CC=2)[C-]2C=CC=C2)=CC=1.Cl[Pd]Cl.[Fe+2]. The product is [CH3:9][O:8][C:6]([C:5]1[CH:10]=[CH:11][C:2]([C:18]2[CH:19]=[CH:20][C:15]([Cl:14])=[CH:16][CH:17]=2)=[CH:3][C:4]=1[O:12][CH3:13])=[O:7]. The yield is 0.780. (2) The reactants are S(Cl)([Cl:3])=O.O[CH2:6][C:7]1[CH:8]=[C:9]2[C:13](=[CH:14][CH:15]=1)[CH:12]([NH:16][S:17]([CH:20]([CH3:22])[CH3:21])(=[O:19])=[O:18])[CH2:11][CH2:10]2. The catalyst is C(Cl)Cl. The product is [Cl:3][CH2:6][C:7]1[CH:8]=[C:9]2[C:13](=[CH:14][CH:15]=1)[CH:12]([NH:16][S:17]([CH:20]([CH3:22])[CH3:21])(=[O:19])=[O:18])[CH2:11][CH2:10]2. The yield is 0.510. (3) The reactants are [OH:1][C:2]1[NH:3][C:4]2[C:9]([C:10]=1[C:11]1[CH:16]=[CH:15][C:14]([CH2:17][N:18]3[CH2:23][CH2:22][O:21][CH2:20][CH2:19]3)=[CH:13][N:12]=1)=[CH:8][C:7]([C:24]#[N:25])=[CH:6][CH:5]=2.[C:26]([OH:38])(=[O:37])[CH2:27][C:28]([CH2:33][C:34]([OH:36])=[O:35])([C:30]([OH:32])=[O:31])[OH:29].C. The catalyst is C(O)C.O. The product is [C:26]([OH:38])(=[O:37])[CH2:27][C:28]([CH2:33][C:34]([OH:36])=[O:35])([C:30]([OH:32])=[O:31])[OH:29].[OH:1][C:2]1[NH:3][C:4]2[C:9]([C:10]=1[C:11]1[CH:16]=[CH:15][C:14]([CH2:17][N:18]3[CH2:19][CH2:20][O:21][CH2:22][CH2:23]3)=[CH:13][N:12]=1)=[CH:8][C:7]([C:24]#[N:25])=[CH:6][CH:5]=2. The yield is 0.822. (4) The reactants are [OH-].[Na+].C([O:5][C:6]([C:8]1[CH:12]=[C:11]([CH2:13][CH2:14][CH:15]([CH3:17])[CH3:16])[NH:10][N:9]=1)=[O:7])C. The catalyst is CO. The product is [CH3:16][CH:15]([CH3:17])[CH2:14][CH2:13][C:11]1[NH:10][N:9]=[C:8]([C:6]([OH:7])=[O:5])[CH:12]=1. The yield is 0.976. (5) The yield is 0.990. The reactants are [CH2:1]([O:3][C:4]([C:6]1[N:7]([CH3:24])[C:8]([CH2:22][CH3:23])=[C:9]([C:20]#[N:21])[C:10]=1B1OC(C)(C)C(C)(C)O1)=[O:5])[CH3:2].Br[C:26]1[CH:41]=[CH:40][CH:39]=[CH:38][C:27]=1[O:28][CH2:29][CH2:30][NH:31][S:32]([CH:35]([CH3:37])[CH3:36])(=[O:34])=[O:33].C(=O)([O-])[O-].[Na+].[Na+].C(Cl)Cl. No catalyst specified. The product is [CH2:1]([O:3][C:4]([C:6]1[N:7]([CH3:24])[C:8]([CH2:22][CH3:23])=[C:9]([C:20]#[N:21])[C:10]=1[C:40]1[CH:41]=[CH:26][C:27]([O:28][CH2:29][CH2:30][NH:31][S:32]([CH:35]([CH3:37])[CH3:36])(=[O:33])=[O:34])=[CH:38][CH:39]=1)=[O:5])[CH3:2].